From a dataset of Peptide-MHC class I binding affinity with 185,985 pairs from IEDB/IMGT. Regression. Given a peptide amino acid sequence and an MHC pseudo amino acid sequence, predict their binding affinity value. This is MHC class I binding data. (1) The binding affinity (normalized) is 0.0847. The MHC is HLA-B08:01 with pseudo-sequence HLA-B08:01. The peptide sequence is DTAKPTSVY. (2) The peptide sequence is RPRGHREFC. The MHC is HLA-A69:01 with pseudo-sequence HLA-A69:01. The binding affinity (normalized) is 0.0847.